Predict the reaction yield, written as a fraction of the theoretical maximum amount of product (1.0 means a 100% yield; for example, 0.34 means a 34% yield). From a dataset of Reaction yield outcomes from USPTO patents with 853,638 reactions. (1) The reactants are N(OCCC(C)C)=O.N[C:10]1[CH:11]=[C:12]([C:16]2[N:21]=[CH:20][C:19]([C:22]3[CH:23]=[N:24][N:25]([CH:27]4[CH2:32][CH2:31][N:30]([C:33]([O:35][C:36]([CH3:39])([CH3:38])[CH3:37])=[O:34])[CH2:29][CH2:28]4)[CH:26]=3)=[CH:18][N:17]=2)[CH:13]=[CH:14][CH:15]=1.[I:40]CI. The catalyst is C1COCC1.[Cu]I. The product is [I:40][C:10]1[CH:11]=[C:12]([C:16]2[N:21]=[CH:20][C:19]([C:22]3[CH:23]=[N:24][N:25]([CH:27]4[CH2:32][CH2:31][N:30]([C:33]([O:35][C:36]([CH3:39])([CH3:38])[CH3:37])=[O:34])[CH2:29][CH2:28]4)[CH:26]=3)=[CH:18][N:17]=2)[CH:13]=[CH:14][CH:15]=1. The yield is 0.670. (2) The reactants are [F:1][C:2]1[CH:7]=[CH:6][CH:5]=[CH:4][CH:3]=1.[Cl-].[Cl-].[Cl-].[Al+3].[C:12]1(=[O:18])[O:17][C:15](=[O:16])[CH2:14][CH2:13]1. The catalyst is C(Cl)Cl. The product is [F:1][C:2]1[CH:7]=[CH:6][C:5]([C:12](=[O:18])[CH2:13][CH2:14][C:15]([OH:17])=[O:16])=[CH:4][CH:3]=1. The yield is 0.596. (3) The reactants are C([N:8]1[CH2:17][CH2:16][C:15]2[N:14]=[C:13]([N:18]([CH2:20][CH:21]([CH3:23])[CH3:22])[CH3:19])[CH:12]=[CH:11][C:10]=2[CH2:9]1)C1C=CC=CC=1. The catalyst is [OH-].[OH-].[Pd+2].CO. The product is [CH2:20]([N:18]([CH3:19])[C:13]1[CH:12]=[CH:11][C:10]2[CH2:9][NH:8][CH2:17][CH2:16][C:15]=2[N:14]=1)[CH:21]([CH3:23])[CH3:22]. The yield is 0.840. (4) The reactants are [CH2:1]([O:8][N:9]1[C:15](=[O:16])[N:14]2[CH2:17][C@H:10]1[CH2:11][CH2:12][C@H:13]2[C:18]([OH:20])=O)[C:2]1[CH:7]=[CH:6][CH:5]=[CH:4][CH:3]=1.C(N(CC)CC)C.ClC(OCC(C)C)=O.[C:36]([NH:39][NH2:40])(=[O:38])[CH3:37]. The catalyst is O1CCCC1. The product is [C:36]([NH:39][NH:40][C:18]([C@@H:13]1[CH2:12][CH2:11][C@@H:10]2[CH2:17][N:14]1[C:15](=[O:16])[N:9]2[O:8][CH2:1][C:2]1[CH:3]=[CH:4][CH:5]=[CH:6][CH:7]=1)=[O:20])(=[O:38])[CH3:37]. The yield is 0.920. (5) The reactants are Br[C:2]1[N:3]=[C:4]([C:9]2[O:10][C:11]([C:14]([CH3:17])([CH3:16])[CH3:15])=[N:12][N:13]=2)[C:5]([NH2:8])=[N:6][CH:7]=1.[CH3:18][Sn:19]([CH3:25])([CH3:24])[Sn:19]([CH3:25])([CH3:24])[CH3:18]. The catalyst is C1(C)C=CC=CC=1.[Pd](Cl)Cl.C1(P(C2C=CC=CC=2)C2C=CC=CC=2)C=CC=CC=1.C1(P(C2C=CC=CC=2)C2C=CC=CC=2)C=CC=CC=1. The product is [C:14]([C:11]1[O:10][C:9]([C:4]2[C:5]([NH2:8])=[N:6][CH:7]=[C:2]([Sn:19]([CH3:25])([CH3:24])[CH3:18])[N:3]=2)=[N:13][N:12]=1)([CH3:17])([CH3:16])[CH3:15]. The yield is 0.392. (6) The reactants are [CH2:1]([O:3][C:4](=[O:24])[C:5]1[C:10]([NH:11][C:12]2[CH:17]=[CH:16][C:15]([I:18])=[CH:14][C:13]=2[F:19])=[CH:9][C:8]([NH:20][CH2:21][CH2:22]O)=[N:7][CH:6]=1)[CH3:2].C1(C)C=CC(S(Cl)(=O)=O)=CC=1. The catalyst is N1C=CC=CC=1. The product is [CH2:1]([O:3][C:4]([C:5]1[C:10]([NH:11][C:12]2[CH:17]=[CH:16][C:15]([I:18])=[CH:14][C:13]=2[F:19])=[CH:9][C:8]2[N:7]([CH2:22][CH2:21][N:20]=2)[CH:6]=1)=[O:24])[CH3:2]. The yield is 0.320.